This data is from Forward reaction prediction with 1.9M reactions from USPTO patents (1976-2016). The task is: Predict the product of the given reaction. (1) Given the reactants CO[C:3](=[O:13])[C:4]1[C:9]([I:10])=[CH:8][CH:7]=[CH:6][C:5]=1[CH2:11]Br.[CH3:14][O:15][C:16]1[CH:21]=[CH:20][C:19]([CH2:22][CH2:23][CH2:24][NH2:25])=[CH:18][CH:17]=1.C([O-])([O-])=O.[K+].[K+].C(OCC)(=O)C, predict the reaction product. The product is: [I:10][C:9]1[CH:8]=[CH:7][CH:6]=[C:5]2[C:4]=1[C:3](=[O:13])[N:25]([CH2:24][CH2:23][CH2:22][C:19]1[CH:18]=[CH:17][C:16]([O:15][CH3:14])=[CH:21][CH:20]=1)[CH2:11]2. (2) Given the reactants [CH2:1]([N:4]([CH2:19][CH2:20][C:21]([O:23][CH2:24][CH3:25])=[O:22])[C:5]([C:7]1[CH:18]=[CH:17][C:10]2[N:11]([CH3:16])[C:12]([CH2:14]Cl)=[N:13][C:9]=2[CH:8]=1)=[O:6])[CH2:2][CH3:3].[C:26]([C:28]1[CH:33]=[CH:32][C:31]([SH:34])=[CH:30][CH:29]=1)#[N:27].C(N(C(C)C)CC)(C)C, predict the reaction product. The product is: [CH2:1]([N:4]([CH2:19][CH2:20][C:21]([O:23][CH2:24][CH3:25])=[O:22])[C:5]([C:7]1[CH:18]=[CH:17][C:10]2[N:11]([CH3:16])[C:12]([CH2:14][S:34][C:31]3[CH:32]=[CH:33][C:28]([C:26]#[N:27])=[CH:29][CH:30]=3)=[N:13][C:9]=2[CH:8]=1)=[O:6])[CH2:2][CH3:3].